Dataset: Reaction yield outcomes from USPTO patents with 853,638 reactions. Task: Predict the reaction yield, written as a fraction of the theoretical maximum amount of product (1.0 means a 100% yield; for example, 0.34 means a 34% yield). (1) The reactants are Br[C:2]1[CH:7]=[C:6]([C:8]([CH3:11])([CH3:10])[CH3:9])[C:5]([N+:12]([O-:14])=[O:13])=[CH:4][C:3]=1[NH2:15].CCN(CC)CC.[CH3:23][Si:24]([C:27]#[CH:28])([CH3:26])[CH3:25]. The catalyst is C1(C)C=CC=CC=1.O.Cl[Pd](Cl)([P](C1C=CC=CC=1)(C1C=CC=CC=1)C1C=CC=CC=1)[P](C1C=CC=CC=1)(C1C=CC=CC=1)C1C=CC=CC=1.[Cu]I. The product is [C:8]([C:6]1[C:5]([N+:12]([O-:14])=[O:13])=[CH:4][C:3]([NH:15][C:28]#[C:27][Si:24]([CH3:26])([CH3:25])[CH3:23])=[CH:2][CH:7]=1)([CH3:11])([CH3:10])[CH3:9]. The yield is 0.810. (2) The reactants are [CH3:1][O:2][C:3]1[CH:4]=[C:5]([C:11]2([C:17]#[N:18])[CH2:16][CH2:15][CH2:14][CH2:13][CH2:12]2)[CH:6]=[CH:7][C:8]=1[O:9][CH3:10].[H-].[Al+3].[Li+].[H-].[H-].[H-]. The catalyst is CCOCC. The product is [CH3:1][O:2][C:3]1[CH:4]=[C:5]([C:11]2([CH2:17][NH2:18])[CH2:12][CH2:13][CH2:14][CH2:15][CH2:16]2)[CH:6]=[CH:7][C:8]=1[O:9][CH3:10]. The yield is 0.940. (3) The reactants are COC1C=C(OC)C=CC=1C[N:6]([C:32]1[CH:37]=[CH:36][N:35]=[CH:34][N:33]=1)[S:7]([C:10]1[CH:15]=[C:14]([F:16])[C:13]([O:17][C@H:18]2[CH2:23][CH2:22][CH2:21][CH2:20][C@@H:19]2[C:24]2[N:28]([CH2:29][CH3:30])[N:27]=[CH:26][CH:25]=2)=[CH:12][C:11]=1[F:31])(=[O:9])=[O:8].C([SiH](CC)CC)C.FC(F)(F)C(O)=O. The catalyst is ClCCl. The product is [CH2:29]([N:28]1[C:24]([C@H:19]2[CH2:20][CH2:21][CH2:22][CH2:23][C@@H:18]2[O:17][C:13]2[C:14]([F:16])=[CH:15][C:10]([S:7]([NH:6][C:32]3[CH:37]=[CH:36][N:35]=[CH:34][N:33]=3)(=[O:8])=[O:9])=[C:11]([F:31])[CH:12]=2)=[CH:25][CH:26]=[N:27]1)[CH3:30]. The yield is 0.960. (4) The reactants are [C:1]([N:4]1[C:12]2[C:7](=[CH:8][C:9]([N+:13]([O-])=O)=[CH:10][CH:11]=2)[CH2:6][CH2:5]1)(=[O:3])[CH3:2].C(O)C. The catalyst is C(O)C.C1COCC1.[Pd]. The product is [C:1]([N:4]1[C:12]2[C:7](=[CH:8][C:9]([NH2:13])=[CH:10][CH:11]=2)[CH2:6][CH2:5]1)(=[O:3])[CH3:2]. The yield is 0.680. (5) The product is [CH2:13]([NH:12][C:11](=[O:20])[C@@H:9]([OH:10])[CH:8]([NH:7][C:6](=[O:28])[C@@H:63]([NH:62][C:60](=[O:61])[C@@H:59]([NH:58][C:56](=[O:57])[CH2:55][N:48]1[C:49]2[CH:54]=[CH:53][CH:52]=[CH:51][C:50]=2[O:45][CH2:46][CH2:47]1)[CH3:76])[CH2:67][C:68]1[CH:69]=[CH:70][C:71]([O:74][CH3:75])=[CH:72][CH:73]=1)[CH2:21][C:22]1[CH:23]=[CH:24][CH:25]=[CH:26][CH:27]=1)[C:14]1[CH:15]=[CH:16][CH:17]=[CH:18][CH:19]=1. The reactants are C(O[C:6](=[O:28])[NH:7][C@@H:8]([CH2:21][C:22]1[CH:27]=[CH:26][CH:25]=[CH:24][CH:23]=1)[CH:9]([C:11](=[O:20])[NH:12][CH2:13][C:14]1[CH:19]=[CH:18][CH:17]=[CH:16][CH:15]=1)[OH:10])(C)(C)C.FC(F)(F)C(O)=O.C(N(CC)C(C)C)(C)C.[O:45]1[C:50]2[CH:51]=[CH:52][CH:53]=[CH:54][C:49]=2[N:48]([CH2:55][C:56]([NH:58][C@@H:59]([CH3:76])[C:60]([NH:62][C@@H:63]([CH2:67][C:68]2[CH:73]=[CH:72][C:71]([O:74][CH3:75])=[CH:70][CH:69]=2)C(O)=O)=[O:61])=[O:57])[CH2:47][CH2:46]1.CN(C(ON1N=NC2C=CC=NC1=2)=[N+](C)C)C.F[P-](F)(F)(F)(F)F. The catalyst is ClCCl. The yield is 0.970. (6) The reactants are [NH2:1][C:2]1[N:3]=[C:4]([CH3:24])[C:5]2[CH:11]=[C:10](Br)[C:9](=[O:13])[N:8]([C@H:14]3[CH2:19][CH2:18][C@@H:17]([O:20][CH2:21][CH2:22][OH:23])[CH2:16][CH2:15]3)[C:6]=2[N:7]=1.C(=O)([O-])[O-].[K+].[K+].[CH3:31][O:32][C:33]1[CH:38]=[CH:37][C:36](B(O)O)=[CH:35][N:34]=1. The catalyst is [Pd](Cl)Cl. The product is [NH2:1][C:2]1[N:3]=[C:4]([CH3:24])[C:5]2[CH:11]=[C:10]([C:36]3[CH:35]=[N:34][C:33]([O:32][CH3:31])=[CH:38][CH:37]=3)[C:9](=[O:13])[N:8]([C@H:14]3[CH2:19][CH2:18][C@@H:17]([O:20][CH2:21][CH2:22][OH:23])[CH2:16][CH2:15]3)[C:6]=2[N:7]=1. The yield is 0.930. (7) The reactants are [C:1](O)(=[O:5])[C:2](C)=[CH2:3].C[C:8](=[CH2:17])[C:9]([O:11][C:12](=[O:16])[C:13]([CH3:15])=[CH2:14])=O.O=O. No catalyst specified. The product is [C:12]([O:11][C:9]1[CH:8]=[CH:17][C:1]([OH:5])=[CH:2][CH:3]=1)(=[O:16])[C:13]([CH3:15])=[CH2:14]. The yield is 0.970. (8) The reactants are [Br:1][C:2]1[C:3]([OH:17])=[CH:4][C:5]2[C:6]([CH3:16])([CH3:15])[CH2:7][CH:8]=[C:9]([CH:12]([CH3:14])[CH3:13])[C:10]=2[CH:11]=1.I[CH2:19][CH2:20][CH2:21][CH2:22][CH2:23][CH3:24]. No catalyst specified. The product is [Br:1][C:2]1[CH:11]=[C:10]2[C:5](=[CH:4][C:3]=1[O:17][CH2:19][CH2:20][CH2:21][CH2:22][CH2:23][CH3:24])[C:6]([CH3:15])([CH3:16])[CH2:7][CH:8]=[C:9]2[CH:12]([CH3:13])[CH3:14]. The yield is 0.390. (9) The reactants are CN1CCN(C2C=CC(NC3C4N(N=CN=4)C(C4C=C(C(N)=O)SC=4)=CN=3)=CC=2)CC1.[Br:32][C:33]1[N:38]2[N:39]=[CH:40][N:41]=[C:37]2[C:36](Br)=[N:35][CH:34]=1.[F:43][C:44]1[CH:45]=[C:46]([NH2:56])[CH:47]=[CH:48][C:49]=1[N:50]1[CH2:55][CH2:54][O:53][CH2:52][CH2:51]1.CCN(C(C)C)C(C)C. The catalyst is CC(O)C. The product is [Br:32][C:33]1[N:38]2[N:39]=[CH:40][N:41]=[C:37]2[C:36]([NH:56][C:46]2[CH:47]=[CH:48][C:49]([N:50]3[CH2:51][CH2:52][O:53][CH2:54][CH2:55]3)=[C:44]([F:43])[CH:45]=2)=[N:35][CH:34]=1. The yield is 0.980.